Dataset: Reaction yield outcomes from USPTO patents with 853,638 reactions. Task: Predict the reaction yield, written as a fraction of the theoretical maximum amount of product (1.0 means a 100% yield; for example, 0.34 means a 34% yield). The reactants are Br[C:2]1[S:3][CH:4]=[C:5]([C:7]([O:9][CH3:10])=[O:8])[N:6]=1.[NH:11]1[CH2:16][CH2:15][O:14][CH2:13][CH2:12]1. The catalyst is C1COCC1.C(OCC)(=O)C. The product is [O:14]1[CH2:15][CH2:16][N:11]([C:2]2[S:3][CH:4]=[C:5]([C:7]([O:9][CH3:10])=[O:8])[N:6]=2)[CH2:12][CH2:13]1. The yield is 0.920.